From a dataset of NCI-60 drug combinations with 297,098 pairs across 59 cell lines. Regression. Given two drug SMILES strings and cell line genomic features, predict the synergy score measuring deviation from expected non-interaction effect. (1) Drug 1: C1=CC(=CC=C1CCC2=CNC3=C2C(=O)NC(=N3)N)C(=O)NC(CCC(=O)O)C(=O)O. Drug 2: CN(CCCl)CCCl.Cl. Cell line: NCI-H226. Synergy scores: CSS=5.82, Synergy_ZIP=-3.17, Synergy_Bliss=-0.756, Synergy_Loewe=-2.88, Synergy_HSA=-2.24. (2) Drug 1: C1=CC=C(C=C1)NC(=O)CCCCCCC(=O)NO. Drug 2: CCC1(CC2CC(C3=C(CCN(C2)C1)C4=CC=CC=C4N3)(C5=C(C=C6C(=C5)C78CCN9C7C(C=CC9)(C(C(C8N6C)(C(=O)OC)O)OC(=O)C)CC)OC)C(=O)OC)O.OS(=O)(=O)O. Cell line: IGROV1. Synergy scores: CSS=3.77, Synergy_ZIP=-1.79, Synergy_Bliss=-1.86, Synergy_Loewe=-4.70, Synergy_HSA=-1.43. (3) Drug 1: C1=CC(=CC=C1CCC2=CNC3=C2C(=O)NC(=N3)N)C(=O)NC(CCC(=O)O)C(=O)O. Cell line: MOLT-4. Synergy scores: CSS=85.7, Synergy_ZIP=1.35, Synergy_Bliss=-0.725, Synergy_Loewe=-3.22, Synergy_HSA=-2.21. Drug 2: C1CN(CCN1C(=O)CCBr)C(=O)CCBr. (4) Drug 1: C1=CC(=CC=C1C#N)C(C2=CC=C(C=C2)C#N)N3C=NC=N3. Drug 2: CC1C(C(CC(O1)OC2CC(CC3=C2C(=C4C(=C3O)C(=O)C5=C(C4=O)C(=CC=C5)OC)O)(C(=O)CO)O)N)O.Cl. Cell line: HCT116. Synergy scores: CSS=34.7, Synergy_ZIP=1.95, Synergy_Bliss=1.62, Synergy_Loewe=-6.61, Synergy_HSA=1.85. (5) Drug 1: CC1=C(C=C(C=C1)NC2=NC=CC(=N2)N(C)C3=CC4=NN(C(=C4C=C3)C)C)S(=O)(=O)N.Cl. Synergy scores: CSS=5.63, Synergy_ZIP=-5.92, Synergy_Bliss=-5.71, Synergy_Loewe=-3.12, Synergy_HSA=-2.57. Drug 2: C(=O)(N)NO. Cell line: SF-539. (6) Drug 1: C1=NC2=C(N=C(N=C2N1C3C(C(C(O3)CO)O)O)F)N. Drug 2: CC1CCC2CC(C(=CC=CC=CC(CC(C(=O)C(C(C(=CC(C(=O)CC(OC(=O)C3CCCCN3C(=O)C(=O)C1(O2)O)C(C)CC4CCC(C(C4)OC)OCCO)C)C)O)OC)C)C)C)OC. Cell line: NCI-H522. Synergy scores: CSS=15.9, Synergy_ZIP=-4.07, Synergy_Bliss=2.38, Synergy_Loewe=-1.85, Synergy_HSA=0.193. (7) Drug 1: CS(=O)(=O)C1=CC(=C(C=C1)C(=O)NC2=CC(=C(C=C2)Cl)C3=CC=CC=N3)Cl. Drug 2: CC=C1C(=O)NC(C(=O)OC2CC(=O)NC(C(=O)NC(CSSCCC=C2)C(=O)N1)C(C)C)C(C)C. Cell line: BT-549. Synergy scores: CSS=31.9, Synergy_ZIP=-0.233, Synergy_Bliss=0.975, Synergy_Loewe=-29.9, Synergy_HSA=0.678. (8) Drug 1: C1=NC2=C(N=C(N=C2N1C3C(C(C(O3)CO)O)O)F)N. Drug 2: C1CN1C2=NC(=NC(=N2)N3CC3)N4CC4. Cell line: HCT-15. Synergy scores: CSS=42.4, Synergy_ZIP=0.463, Synergy_Bliss=-2.58, Synergy_Loewe=-10.4, Synergy_HSA=-0.455.